Dataset: Peptide-MHC class I binding affinity with 185,985 pairs from IEDB/IMGT. Task: Regression. Given a peptide amino acid sequence and an MHC pseudo amino acid sequence, predict their binding affinity value. This is MHC class I binding data. (1) The peptide sequence is ITMIPHYYY. The MHC is HLA-A01:01 with pseudo-sequence HLA-A01:01. The binding affinity (normalized) is 0.667. (2) The peptide sequence is YYQSGLSIVMP. The MHC is HLA-A03:01 with pseudo-sequence HLA-A03:01. The binding affinity (normalized) is 0.0680. (3) The binding affinity (normalized) is 0.0847. The MHC is HLA-B15:01 with pseudo-sequence HLA-B15:01. The peptide sequence is QMRVRYYGL. (4) The peptide sequence is EPLWGSLAV. The MHC is HLA-A02:12 with pseudo-sequence HLA-A02:12. The binding affinity (normalized) is 0.0847.